From a dataset of Catalyst prediction with 721,799 reactions and 888 catalyst types from USPTO. Predict which catalyst facilitates the given reaction. (1) Reactant: [CH3:1][N:2]([CH2:13][C:14]1[NH:18][C:17]2[CH:19]=[CH:20][CH:21]=[C:22]([N:23]3[CH2:30][C@@H:29]4[CH2:31][C@H:25]([CH2:26][N:27]([C:32](OC(C)(C)C)=O)[CH2:28]4)[CH2:24]3)[C:16]=2[N:15]=1)[C@@H:3]1[C:12]2[N:11]=[CH:10][CH:9]=[CH:8][C:7]=2[CH2:6][CH2:5][CH2:4]1.FC(F)(F)C(O)=O.ClC(Cl)C.C=O.C(O)(=O)C.C(O[BH-](OC(=O)C)OC(=O)C)(=O)C.[Na+].C([O-])(O)=O.[Na+]. Product: [CH3:1][N:2]([CH2:13][C:14]1[NH:18][C:17]2[CH:19]=[CH:20][CH:21]=[C:22]([N:23]3[CH2:30][C@@H:29]4[CH2:31][C@H:25]([CH2:26][N:27]([CH3:32])[CH2:28]4)[CH2:24]3)[C:16]=2[N:15]=1)[C@@H:3]1[C:12]2[N:11]=[CH:10][CH:9]=[CH:8][C:7]=2[CH2:6][CH2:5][CH2:4]1. The catalyst class is: 4. (2) Reactant: [CH2:1]([O:8][C:9]([N:11]1[CH2:16][CH2:15][C@@H:14]([NH2:17])[C@H:13]([O:18][CH3:19])[CH2:12]1)=[O:10])[C:2]1[CH:7]=[CH:6][CH:5]=[CH:4][CH:3]=1.[CH:20]1([N:25]2[CH2:31][C:30]([F:33])([F:32])[C:29](=[O:34])[N:28]([CH3:35])[C:27]3[CH:36]=[N:37][C:38]([NH:40][C:41]4[CH:49]=[CH:48][C:44]([C:45](O)=[O:46])=[CH:43][C:42]=4[O:50][CH3:51])=[N:39][C:26]2=3)[CH2:24][CH2:23][CH2:22][CH2:21]1.F[P-](F)(F)(F)(F)F.CN(C(N(C)C)=[N+]1C2C=CC=CC=2[N+]([O-])=N1)C.C(N(C(C)C)CC)(C)C. Product: [CH2:1]([O:8][C:9]([N:11]1[CH2:16][CH2:15][CH:14]([NH:17][C:45](=[O:46])[C:44]2[CH:48]=[CH:49][C:41]([NH:40][C:38]3[N:37]=[CH:36][C:27]4[N:28]([CH3:35])[C:29](=[O:34])[C:30]([F:32])([F:33])[CH2:31][N:25]([CH:20]5[CH2:24][CH2:23][CH2:22][CH2:21]5)[C:26]=4[N:39]=3)=[C:42]([O:50][CH3:51])[CH:43]=2)[CH:13]([O:18][CH3:19])[CH2:12]1)=[O:10])[C:2]1[CH:7]=[CH:6][CH:5]=[CH:4][CH:3]=1. The catalyst class is: 145. (3) Reactant: [CH:1]1([CH:7]([N+:14]([O-:16])=[O:15])[CH:8](O)[C:9]([F:12])([F:11])[F:10])[CH2:6][CH2:5][CH2:4][CH2:3][CH2:2]1.[OH-].COC(NS([N+](CC)(CC)CC)(=O)=O)=O.CC[N+](S(N=C(OC)[O-])(=O)=O)(CC)CC. Product: [F:10][C:9]([F:11])([F:12])[CH:8]=[C:7]([CH:1]1[CH2:2][CH2:3][CH2:4][CH2:5][CH2:6]1)[N+:14]([O-:16])=[O:15]. The catalyst class is: 48. (4) Reactant: [CH:1]([C:4]1[N:5]=[C:6](/[CH:9]=[CH:10]/[C:11]2[CH:20]=[C:19]3[C:14]([C:15](=[O:26])[C:16]([C:21]([O:23][CH2:24][CH3:25])=[O:22])=[CH:17][NH:18]3)=[CH:13][CH:12]=2)[S:7][CH:8]=1)([CH3:3])[CH3:2].C(=O)([O-])[O-].[K+].[K+].Br[CH2:34][CH2:35][F:36]. Product: [F:36][CH2:35][CH2:34][N:18]1[C:19]2[C:14](=[CH:13][CH:12]=[C:11](/[CH:10]=[CH:9]/[C:6]3[S:7][CH:8]=[C:4]([CH:1]([CH3:3])[CH3:2])[N:5]=3)[CH:20]=2)[C:15](=[O:26])[C:16]([C:21]([O:23][CH2:24][CH3:25])=[O:22])=[CH:17]1. The catalyst class is: 42. (5) Reactant: Cl.O1CCOCC1.[CH2:8]([O:10][C:11]1[CH:12]=[N:13][C:14]([N:17]2[CH2:22][CH2:21][CH:20]([C@H:23]3[CH2:25][C@H:24]3[CH2:26][CH2:27][O:28][C:29]3[CH:34]=[C:33]([F:35])[C:32]([CH2:36][C:37]([O:39]C(C)(C)C)=[O:38])=[C:31]([F:44])[CH:30]=3)[CH2:19][CH2:18]2)=[N:15][CH:16]=1)[CH3:9]. Product: [CH2:8]([O:10][C:11]1[CH:12]=[N:13][C:14]([N:17]2[CH2:22][CH2:21][CH:20]([C@H:23]3[CH2:25][C@H:24]3[CH2:26][CH2:27][O:28][C:29]3[CH:34]=[C:33]([F:35])[C:32]([CH2:36][C:37]([OH:39])=[O:38])=[C:31]([F:44])[CH:30]=3)[CH2:19][CH2:18]2)=[N:15][CH:16]=1)[CH3:9]. The catalyst class is: 2. (6) Reactant: [CH3:1][O:2][C:3]1[CH2:4][CH2:5][CH2:6][CH2:7][N:8]=1.C(NC(C)C)(C)C.[Li].[F:17][C:18]1[CH:23]=[CH:22][C:21]([CH:24]=[C:25]([C:30](=[O:34])[CH:31]([CH3:33])[CH3:32])[C:26]([O:28][CH3:29])=[O:27])=[CH:20][CH:19]=1. Product: [F:17][C:18]1[CH:19]=[CH:20][C:21]([CH:24]([CH:4]2[CH2:5][CH2:6][CH2:7][N:8]=[C:3]2[O:2][CH3:1])[CH:25]([C:30](=[O:34])[CH:31]([CH3:32])[CH3:33])[C:26]([O:28][CH3:29])=[O:27])=[CH:22][CH:23]=1. The catalyst class is: 1. (7) Reactant: F[C:2]1[CH:7]=[CH:6][C:5]([N:8]=[C:9]=S)=[CH:4][CH:3]=1.C(O[NH:14][C:15]([NH:17][C:18]1[CH:23]=[CH:22][C:21]([F:24])=[CH:20][CH:19]=1)=S)C.[ClH:25].[CH2:26]([O:28][NH2:29])[CH3:27].[CH2:30]([N:32]([CH2:35][CH3:36])[CH2:33][CH3:34])[CH3:31]. Product: [Cl:25][C:3]1[CH:4]=[C:5]2[C:6]([C:30]([N:32]3[CH2:35][CH2:36][N:14]([C:15](=[N:29][O:28][CH2:26][CH3:27])[NH:17][C:18]4[CH:19]=[CH:20][C:21]([F:24])=[CH:22][CH:23]=4)[CH2:34][CH2:33]3)=[CH:31][CH:9]=[N:8]2)=[CH:7][CH:2]=1. The catalyst class is: 158. (8) Reactant: C([O:3][C:4](=[O:32])[CH2:5][CH:6]([C:15](=[O:31])[NH:16][CH2:17][CH2:18][C:19]1[CH:24]=[CH:23][C:22]([C:25]2[CH:30]=[CH:29][CH:28]=[CH:27][CH:26]=2)=[CH:21][CH:20]=1)[CH2:7][C:8]([O:10][C:11]([CH3:14])([CH3:13])[CH3:12])=[O:9])C.[OH-].[Na+]. Product: [C:11]([O:10][C:8](=[O:9])[CH2:7][CH:6]([C:15](=[O:31])[NH:16][CH2:17][CH2:18][C:19]1[CH:24]=[CH:23][C:22]([C:25]2[CH:30]=[CH:29][CH:28]=[CH:27][CH:26]=2)=[CH:21][CH:20]=1)[CH2:5][C:4]([OH:32])=[O:3])([CH3:14])([CH3:12])[CH3:13]. The catalyst class is: 5.